Dataset: Full USPTO retrosynthesis dataset with 1.9M reactions from patents (1976-2016). Task: Predict the reactants needed to synthesize the given product. (1) Given the product [Br:28][CH2:29][CH2:30][CH2:31][N:13]1[C:14]2[CH:19]=[CH:18][N:17]=[C:16]([NH2:20])[C:15]=2[N:21]=[C:12]1[S:11][C:1]1[C:10]2[C:5](=[CH:6][CH:7]=[CH:8][CH:9]=2)[CH:4]=[CH:3][CH:2]=1, predict the reactants needed to synthesize it. The reactants are: [C:1]1([S:11][C:12]2[NH:13][C:14]3[CH:19]=[CH:18][N:17]=[C:16]([NH2:20])[C:15]=3[N:21]=2)[C:10]2[C:5](=[CH:6][CH:7]=[CH:8][CH:9]=2)[CH:4]=[CH:3][CH:2]=1.C([O-])([O-])=O.[Cs+].[Cs+].[Br:28][CH2:29][CH2:30][CH2:31]Br. (2) Given the product [NH2:3][C@@H:12]([CH3:28])[CH2:13][N:14]1[CH:18]=[CH:17][C:16]([C:19]2[CH:26]=[CH:25][C:22]([C:23]#[N:24])=[C:21]([CH3:27])[CH:20]=2)=[N:15]1, predict the reactants needed to synthesize it. The reactants are: O=C1C2C(=CC=CC=2)C(=O)[N:3]1[C@@H:12]([CH3:28])[CH2:13][N:14]1[CH:18]=[CH:17][C:16]([C:19]2[CH:26]=[CH:25][C:22]([C:23]#[N:24])=[C:21]([CH3:27])[CH:20]=2)=[N:15]1.O.NN. (3) Given the product [N+:1]([C:4]1[CH:5]=[CH:6][C:7]([CH:10]([CH2:17][CH:18]2[CH2:23][CH2:22][O:21][CH2:20][CH2:19]2)[C:11]([O:13][CH2:14][CH3:15])=[O:12])=[CH:8][CH:9]=1)([O-:3])=[O:2], predict the reactants needed to synthesize it. The reactants are: [N+:1]([C:4]1[CH:9]=[CH:8][C:7]([CH2:10][C:11]([O:13][CH2:14][CH3:15])=[O:12])=[CH:6][CH:5]=1)([O-:3])=[O:2].I[CH2:17][CH:18]1[CH2:23][CH2:22][O:21][CH2:20][CH2:19]1.